This data is from Retrosynthesis with 50K atom-mapped reactions and 10 reaction types from USPTO. The task is: Predict the reactants needed to synthesize the given product. (1) Given the product O=C(O)C(=NOC1CC1)c1csc(NC(=O)C(F)(F)F)n1, predict the reactants needed to synthesize it. The reactants are: Nc1nc(C(=NOC2CC2)C(=O)O)cs1.O=C(OC(=O)C(F)(F)F)C(F)(F)F. (2) Given the product CCOC(=O)CCc1c(-c2ccccc2)c2cc(C)c(C)cc2c(=O)n1C, predict the reactants needed to synthesize it. The reactants are: CCOC(=O)/C=C/c1c(-c2ccccc2)c2cc(C)c(C)cc2c(=O)n1C.